Dataset: Full USPTO retrosynthesis dataset with 1.9M reactions from patents (1976-2016). Task: Predict the reactants needed to synthesize the given product. (1) Given the product [CH3:1][O:2][C:3]([CH:5]1[CH2:9][CH:8]([NH:25][CH2:18][C:19]2[CH:24]=[CH:23][CH:22]=[CH:21][CH:20]=2)[CH2:7][N:6]1[CH2:11][C:12]1[CH:17]=[CH:16][CH:15]=[CH:14][CH:13]=1)=[O:4], predict the reactants needed to synthesize it. The reactants are: [CH3:1][O:2][C:3]([CH:5]1[CH2:9][C:8](=O)[CH2:7][N:6]1[CH2:11][C:12]1[CH:17]=[CH:16][CH:15]=[CH:14][CH:13]=1)=[O:4].[CH2:18]([NH2:25])[C:19]1[CH:24]=[CH:23][CH:22]=[CH:21][CH:20]=1.C(O)(=O)C.[BH-](OC(C)=O)(OC(C)=O)OC(C)=O.[Na+]. (2) Given the product [NH2:11][C:10]1[CH:12]=[C:13]([C:25]2[S:29][C:28]([C:30]3([OH:34])[CH2:33][CH2:32][CH2:31]3)=[N:27][CH:26]=2)[CH:14]=[C:8]([CH3:7])[CH:9]=1, predict the reactants needed to synthesize it. The reactants are: C(=O)([O-])[O-].[Na+].[Na+].[CH3:7][C:8]1[CH:9]=[C:10]([CH:12]=[C:13](B2OC(C)(C)C(C)(C)O2)[CH:14]=1)[NH2:11].Br[C:25]1[S:29][C:28]([C:30]2([OH:34])[CH2:33][CH2:32][CH2:31]2)=[N:27][CH:26]=1.